From a dataset of Forward reaction prediction with 1.9M reactions from USPTO patents (1976-2016). Predict the product of the given reaction. (1) Given the reactants C([O:8][C@H:9]1[C@H:15]([O:16]CC2C=CC=CC=2)[C@@H:14]([O:24]CC2C=CC=CC=2)[C@:13]2([C:33]3[CH:38]=[CH:37][C:36]([Cl:39])=[C:35]([CH2:40][C:41]4[CH:46]=[CH:45][C:44]([O:47][CH2:48][CH3:49])=[C:43]([F:50])[CH:42]=4)[CH:34]=3)[O:32][C@@:10]1([CH:51]([OH:53])[CH3:52])[CH2:11][O:12]2)C1C=CC=CC=1.ClC1C=CC=CC=1Cl, predict the reaction product. The product is: [Cl:39][C:36]1[CH:37]=[CH:38][C:33]([C@@:13]23[O:32][C@@:10]([CH:51]([OH:53])[CH3:52])([CH2:11][O:12]2)[C@@H:9]([OH:8])[C@H:15]([OH:16])[C@H:14]3[OH:24])=[CH:34][C:35]=1[CH2:40][C:41]1[CH:46]=[CH:45][C:44]([O:47][CH2:48][CH3:49])=[C:43]([F:50])[CH:42]=1. (2) Given the reactants [H][H].[CH3:3][O:4][C:5]1[C:6]([O:18][CH2:19][CH2:20][CH2:21][Cl:22])=[CH:7][C:8]([N+:15]([O-])=O)=[C:9]([CH:14]=1)[C:10]([O:12][CH3:13])=[O:11], predict the reaction product. The product is: [CH3:3][O:4][C:5]1[CH:14]=[C:9]([C:10]([O:12][CH3:13])=[O:11])[C:8]([NH2:15])=[CH:7][C:6]=1[O:18][CH2:19][CH2:20][CH2:21][Cl:22]. (3) Given the reactants C(N(CC)CC)C.[Cl:8][C:9]1[CH:17]=[CH:16][CH:15]=[C:14]2[C:10]=1[C:11]([CH:25]=[O:26])=[CH:12][N:13]2C(OC(C)(C)C)=O.[CH:27](=[N:34][C:35]1[CH:40]=[CH:39][CH:38]=[C:37]([O:41][CH3:42])[CH:36]=1)[C:28]1[CH:33]=[CH:32][CH:31]=[CH:30][CH:29]=1, predict the reaction product. The product is: [Cl:8][C:9]1[CH:17]=[CH:16][CH:15]=[C:14]2[C:10]=1[C:11]([C:25](=[O:26])[CH:27]([NH:34][C:35]1[CH:40]=[CH:39][CH:38]=[C:37]([O:41][CH3:42])[CH:36]=1)[C:28]1[CH:29]=[CH:30][CH:31]=[CH:32][CH:33]=1)=[CH:12][NH:13]2. (4) Given the reactants [CH2:1]([N:3]1[CH2:11][C:10]2[C:5](=[CH:6][CH:7]=[C:8]([N+:12]([O-])=O)[CH:9]=2)[CH2:4]1)[CH3:2].CCN(CC)CC.[CH3:22][C:23](OC(C)=O)=[O:24], predict the reaction product. The product is: [CH2:1]([N:3]1[CH2:11][C:10]2[C:5](=[CH:6][CH:7]=[C:8]([NH:12][C:23](=[O:24])[CH3:22])[CH:9]=2)[CH2:4]1)[CH3:2]. (5) Given the reactants Cl[C:2]1[C:3]2[CH:10]=[C:9]([C:11]3[CH:16]=[CH:15][CH:14]=[CH:13][CH:12]=3)[O:8][C:4]=2[N:5]=[CH:6][N:7]=1.CCN(C(C)C)C(C)C.[NH2:26][C@H:27]1[CH2:32][CH2:31][CH2:30][C@H:29]([OH:33])[CH2:28]1.O, predict the reaction product. The product is: [C:11]1([C:9]2[O:8][C:4]3[N:5]=[CH:6][N:7]=[C:2]([NH:26][C@@H:27]4[CH2:32][CH2:31][CH2:30][C@H:29]([OH:33])[CH2:28]4)[C:3]=3[CH:10]=2)[CH:16]=[CH:15][CH:14]=[CH:13][CH:12]=1. (6) Given the reactants [Cl:1][S:2]([OH:5])(=O)=[O:3].[CH3:6][C:7]1[O:8][C:9]2[CH:15]=[CH:14][CH:13]=[CH:12][C:10]=2[N:11]=1, predict the reaction product. The product is: [CH3:6][C:7]1[O:8][C:9]2[CH:15]=[C:14]([S:2]([Cl:1])(=[O:5])=[O:3])[CH:13]=[CH:12][C:10]=2[N:11]=1. (7) Given the reactants [Cl:1][C:2]1[CH:7]=[C:6](C#N)[CH:5]=[CH:4][N:3]=1.CC[O:12][CH2:13][CH3:14], predict the reaction product. The product is: [Cl:1][C:2]1[CH:7]=[C:6]([C:13](=[O:12])[CH3:14])[CH:5]=[CH:4][N:3]=1. (8) Given the reactants F[P-](F)(F)(F)(F)F.[CH3:8][N+:9](C)=[C:10](N(C)C)ON1C2N=CC=CC=2N=N1.C(N(CC)C(C)C)(C)C.[NH2:34][C:35]1[C:36]([C:42]([OH:44])=O)=[N:37][C:38]([Br:41])=[CH:39][N:40]=1.Cl.CNC.CN(C)C=O, predict the reaction product. The product is: [CH3:8][N:9]([CH3:10])[C:42]([C:36]1[C:35]([NH2:34])=[N:40][CH:39]=[C:38]([Br:41])[N:37]=1)=[O:44].